From a dataset of Reaction yield outcomes from USPTO patents with 853,638 reactions. Predict the reaction yield, written as a fraction of the theoretical maximum amount of product (1.0 means a 100% yield; for example, 0.34 means a 34% yield). (1) The reactants are [C:1]([C:5]1[S:9][C:8]([C:10]([NH:12][CH:13]([C:18]2[CH:23]=[CH:22][C:21](B3OC(C)(C)C(C)(C)O3)=[CH:20][CH:19]=2)[C:14]([O:16]C)=[O:15])=[O:11])=[CH:7][CH:6]=1)([CH3:4])([CH3:3])[CH3:2].[Br:33][C:34]1[CH:35]=[N:36][C:37](I)=[N:38][CH:39]=1.C([O-])(O)=O.[Na+].CC(O)=O. The catalyst is C1COCC1.CC#N. The product is [Br:33][C:34]1[CH:35]=[N:36][C:37]([C:21]2[CH:20]=[CH:19][C:18]([CH:13]([NH:12][C:10]([C:8]3[S:9][C:5]([C:1]([CH3:3])([CH3:4])[CH3:2])=[CH:6][CH:7]=3)=[O:11])[C:14]([OH:16])=[O:15])=[CH:23][CH:22]=2)=[N:38][CH:39]=1. The yield is 0.460. (2) The reactants are C([N:8](CC1C=CC=CC=1)[C@H:9]([CH2:21][O:22][CH3:23])[CH2:10][C:11]1[CH:16]=[CH:15][C:14]([O:17][CH2:18][O:19][CH3:20])=[CH:13][CH:12]=1)C1C=CC=CC=1. The catalyst is [Pd].CO. The product is [CH3:20][O:19][CH2:18][O:17][C:14]1[CH:15]=[CH:16][C:11]([CH2:10][C@H:9]([NH2:8])[CH2:21][O:22][CH3:23])=[CH:12][CH:13]=1. The yield is 0.980. (3) The reactants are [C:1]12([N:11]=[C:12]=[O:13])[CH2:10][CH:5]3[CH2:6][CH:7]([CH2:9][CH:3]([CH2:4]3)[CH2:2]1)[CH2:8]2.[NH2:14][C:15]1[CH:20]=[CH:19][C:18]([S:21]([NH2:24])(=[O:23])=[O:22])=[CH:17][CH:16]=1. The yield is 0.490. The catalyst is C(O)C. The product is [C:1]12([NH:11][C:12](=[O:13])[NH:14][C:15]3[CH:20]=[CH:19][C:18]([S:21]([NH2:24])(=[O:22])=[O:23])=[CH:17][CH:16]=3)[CH2:10][CH:5]3[CH2:6][CH:7]([CH2:9][CH:3]([CH2:4]3)[CH2:2]1)[CH2:8]2. (4) The reactants are [NH2:1][C:2](=[S:9])[CH2:3][C:4]([O:6][CH2:7][CH3:8])=[O:5].Br[CH2:11][C:12]([C:14]1[CH:19]=[CH:18][C:17]([F:20])=[CH:16][CH:15]=1)=O. The catalyst is C(O)C. The product is [F:20][C:17]1[CH:18]=[CH:19][C:14]([C:12]2[N:1]=[C:2]([CH2:3][C:4]([O:6][CH2:7][CH3:8])=[O:5])[S:9][CH:11]=2)=[CH:15][CH:16]=1. The yield is 0.830. (5) The reactants are Cl[C:2]1[N:10]=[CH:9][N:8]=[C:7]2[C:3]=1[N:4]=[CH:5][N:6]2[CH:11]1[CH2:16][CH2:15][CH2:14][CH2:13][O:12]1.ClC1N=CN=C2C=1NC=N2.C(O)(=O)C(O)=O.[OH:33][CH2:34][C:35]([CH3:39])=[CH:36][CH2:37][NH2:38].[OH:33][CH2:34][C:35]([CH3:39])=[CH:36][CH2:37][NH2:38].C(N(CC)CC)C. The catalyst is C(O)CCC. The product is [OH:33][CH2:34]/[C:35](/[CH3:39])=[CH:36]/[CH2:37][NH:38][C:2]1[N:10]=[CH:9][N:8]=[C:7]2[C:3]=1[N:4]=[CH:5][N:6]2[CH:11]1[CH2:16][CH2:15][CH2:14][CH2:13][O:12]1. The yield is 0.750. (6) The reactants are Br[C:2]1[CH:3]=[CH:4][C:5]([NH:8][CH2:9][C:10]2[CH:15]=[CH:14][C:13]([C:16]([F:19])([F:18])[F:17])=[CH:12][CH:11]=2)=[N:6][CH:7]=1.C([Li])(C)(C)C.CN(C)[CH:27]=[O:28]. The catalyst is O1CCCC1. The product is [F:17][C:16]([F:19])([F:18])[C:13]1[CH:14]=[CH:15][C:10]([CH2:9][NH:8][C:5]2[N:6]=[CH:7][C:2]([CH:27]=[O:28])=[CH:3][CH:4]=2)=[CH:11][CH:12]=1. The yield is 0.560. (7) The reactants are [OH:1][C:2]1[CH:9]=[CH:8][C:5]([CH:6]=[O:7])=[CH:4][C:3]=1[CH3:10].C([O-])([O-])=O.[K+].[K+].Cl[C:18]1[CH:25]=[CH:24][C:21]([C:22]#[N:23])=[CH:20][N:19]=1.O. The catalyst is CN(C=O)C. The product is [CH:6]([C:5]1[CH:8]=[CH:9][C:2]([O:1][C:18]2[CH:25]=[CH:24][C:21]([C:22]#[N:23])=[CH:20][N:19]=2)=[C:3]([CH3:10])[CH:4]=1)=[O:7]. The yield is 0.970.